Dataset: Peptide-MHC class I binding affinity with 185,985 pairs from IEDB/IMGT. Task: Regression. Given a peptide amino acid sequence and an MHC pseudo amino acid sequence, predict their binding affinity value. This is MHC class I binding data. (1) The peptide sequence is LVKESMASL. The MHC is HLA-A02:02 with pseudo-sequence HLA-A02:02. The binding affinity (normalized) is 0.351. (2) The binding affinity (normalized) is 0. The MHC is HLA-A02:01 with pseudo-sequence HLA-A02:01. The peptide sequence is ISGQSPART. (3) The MHC is HLA-A02:01 with pseudo-sequence HLA-A02:01. The peptide sequence is SVIFYFISI. The binding affinity (normalized) is 0.596. (4) The peptide sequence is KAKQLCYCPA. The MHC is HLA-A02:02 with pseudo-sequence HLA-A02:02. The binding affinity (normalized) is 0.470. (5) The peptide sequence is ALATFTVNI. The MHC is HLA-A02:01 with pseudo-sequence HLA-A02:01. The binding affinity (normalized) is 1.00. (6) The peptide sequence is EIKFNDITF. The MHC is HLA-A30:01 with pseudo-sequence HLA-A30:01. The binding affinity (normalized) is 0.0847.